From a dataset of TCR-epitope binding with 47,182 pairs between 192 epitopes and 23,139 TCRs. Binary Classification. Given a T-cell receptor sequence (or CDR3 region) and an epitope sequence, predict whether binding occurs between them. (1) The epitope is LEPLVDLPI. The TCR CDR3 sequence is CASSLAGGWGNEQFF. Result: 1 (the TCR binds to the epitope). (2) The epitope is SSNVANYQK. The TCR CDR3 sequence is CASSLGMDKNTEAFF. Result: 1 (the TCR binds to the epitope). (3) The epitope is FTISVTTEIL. The TCR CDR3 sequence is CASSQEWGVLTEAFF. Result: 1 (the TCR binds to the epitope). (4) The TCR CDR3 sequence is CASSSQGPQETQYF. The epitope is FPPTSFGPL. Result: 0 (the TCR does not bind to the epitope). (5) The epitope is PKYVKQNTLKLAT. The TCR CDR3 sequence is CASSEEGRDEQYF. Result: 1 (the TCR binds to the epitope). (6) The epitope is VLQAVGACV. The TCR CDR3 sequence is CASSPYRGPNTEAFF. Result: 0 (the TCR does not bind to the epitope). (7) The epitope is GLIYNRMGAVTTEV. The TCR CDR3 sequence is CASGLVQGLTEAFF. Result: 0 (the TCR does not bind to the epitope). (8) The epitope is AYILFTRFFYV. The TCR CDR3 sequence is CASSPLQDFTDTQYF. Result: 1 (the TCR binds to the epitope). (9) The epitope is FLNGSCGSV. Result: 1 (the TCR binds to the epitope). The TCR CDR3 sequence is CASSQVWDQTGDTQYF.